Dataset: Forward reaction prediction with 1.9M reactions from USPTO patents (1976-2016). Task: Predict the product of the given reaction. (1) The product is: [Cl:8][C:7]1[C:2]([Cl:1])=[C:3]([C:20]2[S:24][C:23]([C:25]3[O:29][C:28]([CH2:30][C:31]([C:32]#[N:34])([CH3:36])[CH3:35])=[N:27][N:26]=3)=[N:22][C:21]=2[C:37]([N:39]2[CH2:44][CH2:43][CH:42]([F:45])[CH2:41][CH2:40]2)=[O:38])[CH:4]=[CH:5][C:6]=1[S:9]([NH:10][C@@H:11]([CH2:16][CH3:17])[C:12]([F:15])([F:13])[F:14])(=[O:18])=[O:19]. Given the reactants [Cl:1][C:2]1[C:7]([Cl:8])=[C:6]([S:9](=[O:19])(=[O:18])[NH:10][C@@H:11]([CH2:16][CH3:17])[C:12]([F:15])([F:14])[F:13])[CH:5]=[CH:4][C:3]=1[C:20]1[S:24][C:23]([C:25]2[O:29][C:28]([CH2:30][C:31]([CH3:36])([CH3:35])[C:32]([NH2:34])=O)=[N:27][N:26]=2)=[N:22][C:21]=1[C:37]([N:39]1[CH2:44][CH2:43][CH:42]([F:45])[CH2:41][CH2:40]1)=[O:38].C(OC(C(F)(F)F)=O)(C(F)(F)F)=O, predict the reaction product. (2) Given the reactants [Br:1][C:2]1[CH:9]=[CH:8][C:5]([CH:6]=O)=[C:4]([O:10][C:11]2[CH:12]=[N:13][CH:14]=[CH:15][CH:16]=2)[CH:3]=1.[CH:17]1([NH2:20])[CH2:19][CH2:18]1.C(O)(=O)C.[BH-](OC(C)=O)(OC(C)=O)OC(C)=O.[Na+], predict the reaction product. The product is: [Br:1][C:2]1[CH:9]=[CH:8][C:5]([CH2:6][NH:20][CH:17]2[CH2:19][CH2:18]2)=[C:4]([O:10][C:11]2[CH:12]=[N:13][CH:14]=[CH:15][CH:16]=2)[CH:3]=1. (3) Given the reactants C([O:5][C:6]([CH:8]1[CH:12]([C:13]2[CH:18]=[CH:17][CH:16]=[C:15]([Cl:19])[CH:14]=2)[C:11]([C:22]2[CH:27]=[CH:26][C:25]([Cl:28])=[CH:24][CH:23]=2)([C:20]#[N:21])[CH:10]([CH2:29][C:30]([CH3:33])([CH3:32])[CH3:31])[NH:9]1)=[O:7])(C)(C)C, predict the reaction product. The product is: [Cl:19][C:15]1[CH:14]=[C:13]([CH:12]2[C:11]([C:22]3[CH:27]=[CH:26][C:25]([Cl:28])=[CH:24][CH:23]=3)([C:20]#[N:21])[CH:10]([CH2:29][C:30]([CH3:31])([CH3:32])[CH3:33])[NH:9][CH:8]2[C:6]([OH:7])=[O:5])[CH:18]=[CH:17][CH:16]=1. (4) The product is: [CH3:16][C:17]1[CH:22]=[C:21]([C:23]2[C:27]([CH3:28])=[C:26]([O:29][CH3:30])[N:25]([CH3:31])[N:24]=2)[CH:20]=[CH:19][C:18]=1[O:32][CH2:2][C:3]1[CH:8]=[CH:7][CH:6]=[CH:5][C:4]=1[N:9]1[C:13](=[O:14])[N:12]([CH3:15])[N:11]=[N:10]1. Given the reactants Br[CH2:2][C:3]1[CH:8]=[CH:7][CH:6]=[CH:5][C:4]=1[N:9]1[C:13](=[O:14])[N:12]([CH3:15])[N:11]=[N:10]1.[CH3:16][C:17]1[CH:22]=[C:21]([C:23]2[C:27]([CH3:28])=[C:26]([O:29][CH3:30])[N:25]([CH3:31])[N:24]=2)[CH:20]=[CH:19][C:18]=1[OH:32].C(=O)([O-])[O-].[K+].[K+], predict the reaction product. (5) The product is: [C:1]([O:5][C:6]([N:8]1[CH2:13][CH2:12][N:11]([CH2:22][C:23]([O:25][CH3:26])=[O:24])[CH2:10][CH2:9]1)=[O:7])([CH3:4])([CH3:2])[CH3:3]. Given the reactants [C:1]([O:5][C:6]([N:8]1[CH2:13][CH2:12][NH:11][CH2:10][CH2:9]1)=[O:7])([CH3:4])([CH3:3])[CH3:2].C(N(CC)CC)C.Br[CH2:22][C:23]([O:25][CH3:26])=[O:24], predict the reaction product. (6) Given the reactants [CH3:1][S:2]([N:5]1[CH2:14][CH2:13][C:12]2[C:7](=[CH:8][CH:9]=[C:10]([OH:15])[CH:11]=2)[CH2:6]1)(=[O:4])=[O:3].CS(O[CH2:21][CH2:22][CH2:23][C:24]1[CH:29]=[CH:28][C:27]([Br:30])=[CH:26][CH:25]=1)(=O)=O.C([O-])([O-])=O.[Cs+].[Cs+], predict the reaction product. The product is: [Br:30][C:27]1[CH:28]=[CH:29][C:24]([CH2:23][CH2:22][CH2:21][O:15][C:10]2[CH:11]=[C:12]3[C:7](=[CH:8][CH:9]=2)[CH2:6][N:5]([S:2]([CH3:1])(=[O:4])=[O:3])[CH2:14][CH2:13]3)=[CH:25][CH:26]=1. (7) Given the reactants [NH2:1][C:2]1[CH:3]=[C:4]([C:8]([C:10]2[C:14]3[CH:15]=[N:16][CH:17]=[CH:18][C:13]=3[N:12]([C:19]([CH3:30])([CH3:29])[CH2:20][O:21][Si](C(C)(C)C)(C)C)[CH:11]=2)=[O:9])[CH:5]=[N:6][CH:7]=1.[F:31][C:32]([F:44])([F:43])[C:33]1[CH:34]=[C:35]([CH2:39][C:40](O)=[O:41])[CH:36]=[CH:37][CH:38]=1.CCN(C(C)C)C(C)C, predict the reaction product. The product is: [OH:21][CH2:20][C:19]([N:12]1[C:13]2[CH:18]=[CH:17][N:16]=[CH:15][C:14]=2[C:10]([C:8]([C:4]2[CH:3]=[C:2]([NH:1][C:40](=[O:41])[CH2:39][C:35]3[CH:36]=[CH:37][CH:38]=[C:33]([C:32]([F:43])([F:31])[F:44])[CH:34]=3)[CH:7]=[N:6][CH:5]=2)=[O:9])=[CH:11]1)([CH3:29])[CH3:30]. (8) Given the reactants [F:1][CH:2]([F:19])[CH2:3][O:4][C:5]1[C:10]([C:11]2([F:15])[CH2:14][CH2:13][CH2:12]2)=[CH:9][N:8]=[C:7]([C:16]([OH:18])=O)[CH:6]=1.[NH2:20][C:21]1([CH2:27][C:28]([NH2:30])=[O:29])[CH2:24][S:23](=[O:26])(=[O:25])[CH2:22]1, predict the reaction product. The product is: [NH2:30][C:28](=[O:29])[CH2:27][C:21]1([NH:20][C:16]([C:7]2[CH:6]=[C:5]([O:4][CH2:3][CH:2]([F:1])[F:19])[C:10]([C:11]3([F:15])[CH2:12][CH2:13][CH2:14]3)=[CH:9][N:8]=2)=[O:18])[CH2:22][S:23](=[O:25])(=[O:26])[CH2:24]1.